From a dataset of Forward reaction prediction with 1.9M reactions from USPTO patents (1976-2016). Predict the product of the given reaction. (1) Given the reactants [Li+].CC([N-]C(C)C)C.[Br:9][C:10]1[S:11][CH:12]=[CH:13][C:14]=1[CH2:15][CH:16]1[CH2:21][CH2:20][CH2:19][CH2:18][CH2:17]1.Cl[C:23]([O:25][CH2:26]C)=[O:24], predict the reaction product. The product is: [Br:9][C:10]1[S:11][C:12]([C:23]([O:25][CH3:26])=[O:24])=[CH:13][C:14]=1[CH2:15][CH:16]1[CH2:17][CH2:18][CH2:19][CH2:20][CH2:21]1. (2) Given the reactants [C:1]([N:8]1[CH2:12][CH2:11][C:10](=O)[CH2:9]1)([O:3][C:4]([CH3:7])([CH3:6])[CH3:5])=[O:2].[CH3:14][NH2:15].[BH4-].[Na+], predict the reaction product. The product is: [C:4]([O:3][C:1]([N:8]1[CH2:12][CH2:11][CH:10]([NH:15][CH3:14])[CH2:9]1)=[O:2])([CH3:7])([CH3:6])[CH3:5].